This data is from NCI-60 drug combinations with 297,098 pairs across 59 cell lines. The task is: Regression. Given two drug SMILES strings and cell line genomic features, predict the synergy score measuring deviation from expected non-interaction effect. (1) Drug 1: C1CCN(CC1)CCOC2=CC=C(C=C2)C(=O)C3=C(SC4=C3C=CC(=C4)O)C5=CC=C(C=C5)O. Drug 2: CC1C(C(=O)NC(C(=O)N2CCCC2C(=O)N(CC(=O)N(C(C(=O)O1)C(C)C)C)C)C(C)C)NC(=O)C3=C4C(=C(C=C3)C)OC5=C(C(=O)C(=C(C5=N4)C(=O)NC6C(OC(=O)C(N(C(=O)CN(C(=O)C7CCCN7C(=O)C(NC6=O)C(C)C)C)C)C(C)C)C)N)C. Cell line: MDA-MB-231. Synergy scores: CSS=27.1, Synergy_ZIP=-6.52, Synergy_Bliss=-0.623, Synergy_Loewe=-70.3, Synergy_HSA=-3.75. (2) Drug 1: CC=C1C(=O)NC(C(=O)OC2CC(=O)NC(C(=O)NC(CSSCCC=C2)C(=O)N1)C(C)C)C(C)C. Drug 2: CC1C(C(CC(O1)OC2CC(CC3=C2C(=C4C(=C3O)C(=O)C5=CC=CC=C5C4=O)O)(C(=O)C)O)N)O. Cell line: KM12. Synergy scores: CSS=49.7, Synergy_ZIP=-4.07, Synergy_Bliss=-9.41, Synergy_Loewe=-7.37, Synergy_HSA=-4.90. (3) Drug 1: COC1=C(C=C2C(=C1)N=CN=C2NC3=CC(=C(C=C3)F)Cl)OCCCN4CCOCC4. Drug 2: CS(=O)(=O)CCNCC1=CC=C(O1)C2=CC3=C(C=C2)N=CN=C3NC4=CC(=C(C=C4)OCC5=CC(=CC=C5)F)Cl. Cell line: HOP-92. Synergy scores: CSS=19.3, Synergy_ZIP=-4.23, Synergy_Bliss=-1.07, Synergy_Loewe=-2.05, Synergy_HSA=-0.0565. (4) Drug 2: CC1=C(C(=O)C2=C(C1=O)N3CC4C(C3(C2COC(=O)N)OC)N4)N. Cell line: ACHN. Synergy scores: CSS=55.5, Synergy_ZIP=-1.17, Synergy_Bliss=0.833, Synergy_Loewe=-55.3, Synergy_HSA=-0.459. Drug 1: CN1C(=O)N2C=NC(=C2N=N1)C(=O)N.